From a dataset of Forward reaction prediction with 1.9M reactions from USPTO patents (1976-2016). Predict the product of the given reaction. Given the reactants CC1C=CC(S(O[C:12]2[C:13]3[CH2:23][CH2:22][CH2:21][CH2:20][C:19]([CH3:25])([CH3:24])[C:14]=3[N:15]=[C:16]([NH2:18])[N:17]=2)(=O)=O)=CC=1.[N:26]1(C(OC(C)(C)C)=O)[CH2:31][CH2:30][NH:29][CH2:28][CH2:27]1.N1C[CH2:42][C@@H:41](NC(=O)OC(C)(C)C)[CH2:40]1, predict the reaction product. The product is: [C:19]1([CH:20]2[C:12]3[N:17]=[C:16]([NH2:18])[N:15]=[C:14]([N:26]4[CH2:31][CH2:30][NH:29][CH2:28][CH2:27]4)[C:13]=3[CH2:23][CH2:22][CH2:21]2)[CH:24]=[CH:42][CH:41]=[CH:40][CH:25]=1.